Dataset: Forward reaction prediction with 1.9M reactions from USPTO patents (1976-2016). Task: Predict the product of the given reaction. (1) Given the reactants FC(F)(F)C([O-])=O.[CH3:8][C:9]1[C:17]2[CH2:16][O:15][C:14](=[O:18])[C:13]=2[CH:12]=[CH:11][C:10]=1[S:19][CH2:20][CH:21]1[CH2:26][CH2:25][NH2+:24][CH2:23][CH2:22]1.CCN(C(C)C)C(C)C.[CH3:36][C:37]1[C:45]2[CH2:44][O:43][C:42](=[O:46])[C:41]=2[CH:40]=[CH:39][C:38]=1[C@@H:47]1[CH2:49][O:48]1, predict the reaction product. The product is: [OH:48][C@H:47]([C:38]1[CH:39]=[CH:40][C:41]2[C:42](=[O:46])[O:43][CH2:44][C:45]=2[C:37]=1[CH3:36])[CH2:49][N:24]1[CH2:25][CH2:26][CH:21]([CH2:20][S:19][C:10]2[CH:11]=[CH:12][C:13]3[C:14](=[O:18])[O:15][CH2:16][C:17]=3[C:9]=2[CH3:8])[CH2:22][CH2:23]1. (2) Given the reactants [Cl:1][C:2]1[CH:7]=[CH:6][C:5]([N:8]2[CH:12]=[C:11]([C:13]([OH:15])=[O:14])[N:10]=[C:9]2[C:16]2[CH:21]=[CH:20][C:19]([Cl:22])=[CH:18][C:17]=2[Cl:23])=[CH:4][CH:3]=1.[C:24](OC(O[C:24]([CH3:27])([CH3:26])[CH3:25])N(C)C)([CH3:27])([CH3:26])[CH3:25], predict the reaction product. The product is: [Cl:1][C:2]1[CH:3]=[CH:4][C:5]([N:8]2[CH:12]=[C:11]([C:13]([O:15][C:24]([CH3:27])([CH3:26])[CH3:25])=[O:14])[N:10]=[C:9]2[C:16]2[CH:21]=[CH:20][C:19]([Cl:22])=[CH:18][C:17]=2[Cl:23])=[CH:6][CH:7]=1. (3) Given the reactants C1C2C(COC(=O)[NH:17][C:18]3[CH:23]=[CH:22][C:21]([S:24][C:25]4[CH:30]=[CH:29][C:28]([C:31](=[O:40])[NH:32][C:33]5[CH:34]=[N:35][CH:36]=[C:37]([Br:39])[CH:38]=5)=[CH:27][C:26]=4[NH:41][C:42]4[C:43]5[CH:51]=[CH:50][C:49]([CH:52]([CH3:54])[CH3:53])=[N:48][C:44]=5[N:45]=[CH:46][N:47]=4)=[CH:20][CH:19]=3)C3C(=CC=CC=3)C=2C=CC=1.O.[OH-].[Li+].Cl, predict the reaction product. The product is: [NH2:17][C:18]1[CH:23]=[CH:22][C:21]([S:24][C:25]2[CH:30]=[CH:29][C:28]([C:31]([NH:32][C:33]3[CH:34]=[N:35][CH:36]=[C:37]([Br:39])[CH:38]=3)=[O:40])=[CH:27][C:26]=2[NH:41][C:42]2[C:43]3[CH:51]=[CH:50][C:49]([CH:52]([CH3:54])[CH3:53])=[N:48][C:44]=3[N:45]=[CH:46][N:47]=2)=[CH:20][CH:19]=1. (4) Given the reactants [CH:1]1([CH2:7][N:8]2[C:16]3[C:11](=[N:12][CH:13]=[C:14]([C:17]4[CH:31]=[CH:30][C:20]([CH2:21][NH:22]C(=O)OC(C)(C)C)=[CH:19][CH:18]=4)[N:15]=3)[NH:10][C:9]2=[O:32])[CH2:6][CH2:5][CH2:4][CH2:3][CH2:2]1.BrC1N=C2N(CC3CCCCC3)C(=O)NC2=NC=1.C(NCC1C=CC(B(O)O)=CC=1)(OC(C)(C)C)=O.P([O-])([O-])([O-])=O.[K+].[K+].[K+], predict the reaction product. The product is: [NH2:22][CH2:21][C:20]1[CH:19]=[CH:18][C:17]([C:14]2[N:15]=[C:16]3[N:8]([CH2:7][CH:1]4[CH2:6][CH2:5][CH2:4][CH2:3][CH2:2]4)[C:9](=[O:32])[NH:10][C:11]3=[N:12][CH:13]=2)=[CH:31][CH:30]=1. (5) Given the reactants [Cl:1][C:2]1[CH:7]=[CH:6][C:5]([C:8]2[CH:9]=[C:10]([NH2:20])[CH:11]=[N:12][C:13]=2[O:14][CH2:15][C:16]([F:19])([F:18])[F:17])=[CH:4][C:3]=1[CH3:21].[O:22]=[C:23]1[CH:28]=[C:27]([C:29](O)=[O:30])[CH:26]=[CH:25][NH:24]1, predict the reaction product. The product is: [Cl:1][C:2]1[CH:7]=[CH:6][C:5]([C:8]2[CH:9]=[C:10]([NH:20][C:29](=[O:30])[C:27]3[CH:26]=[CH:25][N:24]=[C:23]([OH:22])[CH:28]=3)[CH:11]=[N:12][C:13]=2[O:14][CH2:15][C:16]([F:17])([F:18])[F:19])=[CH:4][C:3]=1[CH3:21]. (6) Given the reactants O[N:2]=[C:3]([C:9]#[N:10])[C:4]([O:6][CH2:7][CH3:8])=[O:5].S(S([O-])=O)([O-])=O.[Na+].[Na+], predict the reaction product. The product is: [NH2:2][CH:3]([C:9]#[N:10])[C:4]([O:6][CH2:7][CH3:8])=[O:5]. (7) Given the reactants Br[C:2]1[S:6][C:5]([C:7]2[CH:17]=[CH:16][C:10]([C:11]([N:13]([CH3:15])[CH3:14])=[O:12])=[CH:9][CH:8]=2)=[CH:4][CH:3]=1.C(N([CH2:23][CH3:24])CC)C.[C]=[O:26].[CH2:27]([OH:29])C, predict the reaction product. The product is: [CH2:23]([O:26][C:27]([C:2]1[S:6][C:5]([C:7]2[CH:17]=[CH:16][C:10]([C:11](=[O:12])[N:13]([CH3:15])[CH3:14])=[CH:9][CH:8]=2)=[CH:4][CH:3]=1)=[O:29])[CH3:24]. (8) Given the reactants [CH:1]1([CH2:4][O:5][C:6]2[CH:11]=[C:10]([CH3:12])[C:9]([C:13]3[N:14]=[C:15]([NH2:18])[S:16][CH:17]=3)=[C:8]([CH3:19])[CH:7]=2)[CH2:3][CH2:2]1.C(N(CC)CC)C.Cl.[C:28](Cl)(=[O:35])[C:29]1[CH:34]=[CH:33][N:32]=[CH:31][CH:30]=1, predict the reaction product. The product is: [CH:1]1([CH2:4][O:5][C:6]2[CH:7]=[C:8]([CH3:19])[C:9]([C:13]3[N:14]=[C:15]([NH:18][C:28](=[O:35])[C:29]4[CH:34]=[CH:33][N:32]=[CH:31][CH:30]=4)[S:16][CH:17]=3)=[C:10]([CH3:12])[CH:11]=2)[CH2:3][CH2:2]1. (9) The product is: [CH3:55][CH:9]1[NH:8][CH2:13][CH2:12][N:11]([C:14]2[C:23]([O:24][CH3:25])=[C:22]3[C:17]([C:18](=[O:53])[C:19]([C:29]([O:31][CH2:32][C:33](=[O:52])[NH:34][CH:35]([P:44]([OH:49])([OH:46])=[O:45])[P:36]([OH:38])([OH:41])=[O:37])=[O:30])=[CH:20][N:21]3[CH:26]3[CH2:28][CH2:27]3)=[CH:16][C:15]=2[F:54])[CH2:10]1. Given the reactants C(OC([N:8]1[CH2:13][CH2:12][N:11]([C:14]2[C:23]([O:24][CH3:25])=[C:22]3[C:17]([C:18](=[O:53])[C:19]([C:29]([O:31][CH2:32][C:33](=[O:52])[NH:34][CH:35]([P:44]([O:49]CC)([O:46]CC)=[O:45])[P:36]([O:41]CC)([O:38]CC)=[O:37])=[O:30])=[CH:20][N:21]3[CH:26]3[CH2:28][CH2:27]3)=[CH:16][C:15]=2[F:54])[CH2:10][CH:9]1[CH3:55])=O)(C)(C)C.C(OC(N1CCC[C@H]2CN(C3C(OC)=C4C(C(=O)C(C(OCC(=O)NC(P(OCC)(OCC)=O)P(OCC)(OCC)=O)=O)=CN4C4CC4)=CC=3F)C[C@@H]12)=O)(C)(C)C, predict the reaction product.